This data is from Experimentally validated miRNA-target interactions with 360,000+ pairs, plus equal number of negative samples. The task is: Binary Classification. Given a miRNA mature sequence and a target amino acid sequence, predict their likelihood of interaction. (1) The miRNA is hsa-miR-4310 with sequence GCAGCAUUCAUGUCCC. The protein sequence of the target gene is MTATLAAAADIATMVSGSSGLAAARLLSRSFLLPQNGIRHCSYTASRQHLYVDKNTKIICQGFTGKQGTFHSQQALEYGTKLVGGTTPGKGGQTHLGLPVFNTVKEAKEQTGATASVIYVPPPFAAAAINEAIEAEIPLVVCITEGIPQQDMVRVKHKLLRQEKTRLIGPNCPGVINPGECKIGIMPGHIHKKGRIGIVSRSGTLTYEAVHQTTQVGLGQSLCVGIGGDPFNGTDFIDCLEIFLNDSATEGIILIGEIGGNAEENAAEFLKQHNSGPNSKPVVSFIAGLTAPPGRRMGHA.... Result: 0 (no interaction). (2) The miRNA is hsa-miR-4490 with sequence UCUGGUAAGAGAUUUGGGCAUA. The protein sequence of the target gene is MWVRTTLTIERWTKEKTEPKARSWDEALSDVNRLPSWERGHLLAGVASSTDVSTFSEGGDCKEPDKCCWRHKQCTGHIIYPFASDCVRHSLHLHSVNHCNCNSRLKDSSEDSSSSRGAGPTCSHVIESPCFELTPEEEHVERFRYGWCKSYRPVSVAVIHHPLYHECGADDLNEEEEEEEEESKPPIPTQVGPATASPDLGTSMATGTPDSTAPITIWRSESPTGKGQGSKVIKKVKKKKEKEKDKEEMDEKAKLKKKAKKGQLTKKKSPVKLEPSPPDVSRSLSARQLARMSESSPESR.... Result: 0 (no interaction). (3) The miRNA is hsa-miR-195-5p with sequence UAGCAGCACAGAAAUAUUGGC. The protein sequence of the target gene is MSFSEMNRRTLAFRGGGLVTASGGGSTNNNAGGEASAWPPQPQPRQPPPPAPPALQPPNGRGADEEVELEGLEPQDLEASAGPAAGAAEEAKELLLPQDAGGPTSLGGGAGGPLLAERNRRTLAFRGGGGGGLGNNGSSRGRPETSVWPLRHFNGRGPATVDLELDALEGKELMQDGASLSDSTEDEEEGASLGDGSGAEGGSCSSSRRSGGDGGDEVEGSGVGAGEGETVQHFPLARPKSLMQKLQCSFQTSWLKDFPWLRYSKDTGLMSCGWCQKTPADGGSVDLPPVGHDELSRGTR.... Result: 1 (interaction). (4) The miRNA is hsa-miR-455-5p with sequence UAUGUGCCUUUGGACUACAUCG. The protein sequence of the target gene is MEERCESTESPQGQGRKNTKCGWLRKQGGFVKTWHTRWFVLKGDQLYYFKDEDETKPLGTIFLHGNKVIEHPCNEENPGKFLFDVVPGGERDRMTANHESYLLMASTQNDMEDWVKSIRRVIWGPFGGGIFGQKLEDTVRYEKRYGNRLAPMLVEQCVDFIRQRGLKEEGLFRLPGQANLVKELQDAFDCGEKPSFDSNTDVHTVASLLKLYLRELPEPVVPYAKYEDFLSCATLLSKEEEAGVKELMKQVKSLPVVNYNLLKYICRFLDEVQSYSGVNKMSAQNLATVFGPNILRPKVE.... Result: 0 (no interaction). (5) The miRNA is hsa-miR-4436b-5p with sequence GUCCACUUCUGCCUGCCCUGCC. The protein sequence of the target gene is MADSAQAQKLVYLVTGGCGFLGEHVVRMLLQREPRLGELRVFDQHLGPWLEELKTGPVRVTAIQGDVTQAHEVAAAVAGAHVVIHTAGLVDVFGRASPKTIHEVNVQGTRNVIEACVQTGTRFLVYTSSMEVVGPNTKGHPFYRGNEDTPYEAVHRHPYPCSKALAEWLVLEANGRKVRGGLPLVTCALRPTGIYGEGHQIMRDFYRQGLRLGGWLFRAIPASVEHGRVYVGNVAWMHVLAARELEQRATLMGGQVYFCYDGSPYRSYEDFNMEFLGPCGLRLVGARPLLPYWLLVFLAA.... Result: 0 (no interaction). (6) The miRNA is hsa-miR-1303 with sequence UUUAGAGACGGGGUCUUGCUCU. The protein sequence of the target gene is MFRRARLSVKPNVRPGVGTRGSAAPNPQRGPEAPRPPEPATESAPKPAEPTDVPAVDSGGAEPQEQAPGSSDEKTGDKNNAAESSTLSSASSQRRKRVSSTSSLVQPSGSAPSQSRPLSTVDHDAPQPNPTPAKEKQPCSDRYRIYKARKLREMLKEELRKEKKQWKNKFSTNESQRPPDRSKMTMRDFIYYLPDNNPMTSSVEQEKKPEKSLAPTPTRDRQENQSTQDANDNEDVEEEVDDGPLLVPRVKVAEDGSIILDEESLTVEVLRTKGPCVVEENDPIFERGSTTTYSSFRKNY.... Result: 0 (no interaction). (7) Result: 0 (no interaction). The miRNA is hsa-miR-6797-3p with sequence UGCAUGACCCUUCCCUCCCCAC. The protein sequence of the target gene is MQLGEQLLVSSVNLPGAHFYSLESARGGGGGGGGGGGGGGGSVSLLPGAAPSPQRLDLDKASKKFPGSLPCQAGSAEPAGAGAGAPAAMLSDADAGDTFGSTSAVAKPGPPDGRKGSPCAEEELPSAATAAATARYSMDSLSSERYYLPSPGPQGSELAAPCSLFQYPAAAGAAHGPVYPASNGARYPYGSMLPPGGFPAAVCPPARAQFGPAAGSGSGAGSSGGGAGGPGAYPYGQGSPLYGPYAGTSAAGSCGGLGGLGVPGSGFRAHVYLCNRPLWLKFHRHQTEMIITKQGRRMFP....